This data is from HIV replication inhibition screening data with 41,000+ compounds from the AIDS Antiviral Screen. The task is: Binary Classification. Given a drug SMILES string, predict its activity (active/inactive) in a high-throughput screening assay against a specified biological target. (1) The molecule is O=C1C2=Cc3ccccc3OC2(O)Oc2ccccc21. The result is 0 (inactive). (2) The molecule is COc1cc(-c2n[nH]cc2CCCC(=O)Nc2ccccc2[N+](=O)[O-])ccc1O. The result is 0 (inactive). (3) The drug is Cc1cc2c(C(C)C)c(O)c(O)c(C=Nc3cccc(O)c3)c2c(O)c1-c1c(C)cc2c(C(C)C)c(O)c(O)c(C=Nc3cccc(O)c3)c2c1O. The result is 0 (inactive). (4) The drug is C=C(CCC(O)C(Cl)CO)[Si](C)(C)C. The result is 0 (inactive). (5) The compound is S=c1[nH]nc(-c2ccnc(-c3n[nH]c(=S)[nH]3)c2)[nH]1. The result is 0 (inactive).